This data is from Forward reaction prediction with 1.9M reactions from USPTO patents (1976-2016). The task is: Predict the product of the given reaction. (1) Given the reactants [Cl:1][C:2]1[C:3](Cl)=[N:4][CH:5]=[C:6]([CH:12]=1)[C:7]([O:9][CH2:10][CH3:11])=[O:8].[C:14]([NH:21][CH:22]1[CH2:27][CH2:26][NH:25][CH2:24][CH2:23]1)([O:16][C:17]([CH3:20])([CH3:19])[CH3:18])=[O:15].CCN(C(C)C)C(C)C, predict the reaction product. The product is: [C:17]([O:16][C:14]([NH:21][CH:22]1[CH2:23][CH2:24][N:25]([C:3]2[C:2]([Cl:1])=[CH:12][C:6]([C:7]([O:9][CH2:10][CH3:11])=[O:8])=[CH:5][N:4]=2)[CH2:26][CH2:27]1)=[O:15])([CH3:20])([CH3:18])[CH3:19]. (2) The product is: [Br:14][C:11]1[CH:12]=[CH:13][C:8]([C:7]2[O:6][N:5]=[C:4]([CH3:15])[C:3]=2[CH2:2][S:24][CH2:23][CH2:22][C:16]2[CH:21]=[CH:20][CH:19]=[CH:18][CH:17]=2)=[CH:9][CH:10]=1. Given the reactants Br[CH2:2][C:3]1[C:4]([CH3:15])=[N:5][O:6][C:7]=1[C:8]1[CH:13]=[CH:12][C:11]([Br:14])=[CH:10][CH:9]=1.[C:16]1([CH2:22][CH2:23][SH:24])[CH:21]=[CH:20][CH:19]=[CH:18][CH:17]=1, predict the reaction product. (3) Given the reactants [CH:1]1([C:4]2[CH:9]=[CH:8][N:7]=[CH:6][C:5]=2[C:10](=[O:12])[CH3:11])[CH2:3][CH2:2]1.CC1C=CN=CC=1C(=O)C[Cl:22], predict the reaction product. The product is: [CH:1]1([C:4]2[CH:9]=[CH:8][N:7]=[CH:6][C:5]=2[C:10](=[O:12])[CH2:11][Cl:22])[CH2:3][CH2:2]1. (4) Given the reactants [CH3:1][N:2]1[C:6]([CH3:8])([CH3:7])[CH2:5][C:4]([C:19]2[N:24]=[CH:23][C:22]([C:25]#[C:26][C:27]3[CH:32]=[CH:31][CH:30]=[CH:29][CH:28]=3)=[CH:21][N:20]=2)(C(OCC2C=CC=CC=2)=O)[C:3]1=[O:33].[OH-].[Na+].Cl, predict the reaction product. The product is: [CH3:1][N:2]1[C:6]([CH3:8])([CH3:7])[CH2:5][CH:4]([C:19]2[N:20]=[CH:21][C:22]([C:25]#[C:26][C:27]3[CH:32]=[CH:31][CH:30]=[CH:29][CH:28]=3)=[CH:23][N:24]=2)[C:3]1=[O:33]. (5) Given the reactants O=C1C2C(=CC=CC=2)C(=O)[N:3]1[CH2:12][CH2:13][C:14]1[CH:15]=[C:16]([CH:28]=[CH:29][CH:30]=1)[O:17][C:18]1[CH:23]=[CH:22][N:21]=[C:20]([C:24]([NH:26][CH3:27])=[O:25])[CH:19]=1.O.NN, predict the reaction product. The product is: [NH2:3][CH2:12][CH2:13][C:14]1[CH:15]=[C:16]([CH:28]=[CH:29][CH:30]=1)[O:17][C:18]1[CH:23]=[CH:22][N:21]=[C:20]([C:24]([NH:26][CH3:27])=[O:25])[CH:19]=1. (6) Given the reactants [C:1]([O:5][C:6](=[O:18])[NH:7][C@H:8]([C:11]1[CH:16]=[CH:15][CH:14]=[C:13]([CH3:17])[CH:12]=1)[CH2:9]O)([CH3:4])([CH3:3])[CH3:2].C(N(CC)CC)C.CS(Cl)(=O)=O.[C:31]1(=[O:41])[NH:35][C:34](=[O:36])[C:33]2=[CH:37][CH:38]=[CH:39][CH:40]=[C:32]12.[K], predict the reaction product. The product is: [C:1]([O:5][C:6](=[O:18])[NH:7][C@H:8]([C:11]1[CH:12]=[C:13]([CH3:17])[CH:14]=[CH:15][CH:16]=1)[CH2:9][N:35]1[C:31](=[O:41])[C:32]2[C:33](=[CH:37][CH:38]=[CH:39][CH:40]=2)[C:34]1=[O:36])([CH3:4])([CH3:3])[CH3:2].